This data is from Catalyst prediction with 721,799 reactions and 888 catalyst types from USPTO. The task is: Predict which catalyst facilitates the given reaction. (1) Reactant: [NH2:1][C:2]1[C:20]([C:21]2[CH:26]=[CH:25][CH:24]=[CH:23][N:22]=2)=[C:5]2[NH:6][C:7]([C:11]3[CH:19]=[CH:18][C:14]4[O:15][CH2:16][O:17][C:13]=4[CH:12]=3)=[CH:8][C:9](=[O:10])[N:4]2[N:3]=1.C(N(CC)CC)C.[C:34](Cl)(=[O:37])[CH2:35][CH3:36]. Product: [O:15]1[C:14]2[CH:18]=[CH:19][C:11]([C:7]3[NH:6][C:5]4[N:4]([N:3]=[C:2]([NH:1][C:34](=[O:37])[CH2:35][CH3:36])[C:20]=4[C:21]4[CH:26]=[CH:25][CH:24]=[CH:23][N:22]=4)[C:9](=[O:10])[CH:8]=3)=[CH:12][C:13]=2[O:17][CH2:16]1. The catalyst class is: 1. (2) Reactant: Br[C:2]1[CH:13]=[CH:12][CH:11]=[CH:10][C:3]=1[CH2:4][C@@H:5]([C:7]([OH:9])=[O:8])[NH2:6].C([O-])([O-])=O.[K+].[K+]. Product: [NH:6]1[C:10]2[C:3](=[CH:2][CH:13]=[CH:12][CH:11]=2)[CH2:4][C@H:5]1[C:7]([OH:9])=[O:8]. The catalyst class is: 6. (3) Reactant: [CH:1]1([CH2:7][N:8]2[CH:12]=[CH:11][CH:10]=[N:9]2)[CH2:6][CH2:5][CH2:4][CH2:3][CH2:2]1.C([Li])CCC.CN(C)[CH:20]=[O:21]. Product: [CH:1]1([CH2:7][N:8]2[C:12]([CH:20]=[O:21])=[CH:11][CH:10]=[N:9]2)[CH2:2][CH2:3][CH2:4][CH2:5][CH2:6]1. The catalyst class is: 7. (4) Reactant: [CH3:1][C:2]1[CH:7]=[CH:6][C:5]([S:8]([N:11]2[C:19]3[CH:18]=[CH:17][C:16]4[CH2:20][CH2:21][C:22](=O)[CH2:23][C:15]=4[C:14]=3[CH:13]=[CH:12]2)(=[O:10])=[O:9])=[CH:4][CH:3]=1.[NH2:25][CH2:26][CH:27]1[CH2:29][CH2:28]1.C(O[BH-](OC(=O)C)OC(=O)C)(=O)C.[Na+]. Product: [CH:27]1([CH2:26][NH:25][CH:22]2[CH2:23][C:15]3[C:14]4[CH:13]=[CH:12][N:11]([S:8]([C:5]5[CH:4]=[CH:3][C:2]([CH3:1])=[CH:7][CH:6]=5)(=[O:10])=[O:9])[C:19]=4[CH:18]=[CH:17][C:16]=3[CH2:20][CH2:21]2)[CH2:29][CH2:28]1. The catalyst class is: 2. (5) Product: [N:15]1[N:14]2[CH:10]([C:9]([O:8][CH2:1][C:2]3[CH:7]=[CH:6][CH:5]=[CH:4][CH:3]=3)=[O:26])[CH2:11][CH2:12][C:13]2=[CH:17][CH:16]=1. Reactant: [CH2:1]([O:8][C:9](=[O:26])[CH:10](Br)[CH2:11][CH2:12][C:13]1[CH:17]=[CH:16][N:15](C(OC(C)(C)C)=O)[N:14]=1)[C:2]1[CH:7]=[CH:6][CH:5]=[CH:4][CH:3]=1.C(O)(C(F)(F)F)=O.C(=O)([O-])[O-].[K+].[K+].[I-].[Na+]. The catalyst class is: 4. (6) Reactant: [N:1]1[C:10]2[C:5](=[CH:6][CH:7]=[CH:8][CH:9]=2)[C:4]([C:11]([OH:13])=[O:12])=[CH:3][CH:2]=1. Product: [NH:1]1[C:10]2[C:5](=[CH:6][CH:7]=[CH:8][CH:9]=2)[CH:4]([C:11]([OH:13])=[O:12])[CH2:3][CH2:2]1. The catalyst class is: 500. (7) Reactant: [Cl:1][C:2]1[CH:3]=[CH:4][C:5]([CH3:8])=[N:6][CH:7]=1.C1([Li])C=CC=CC=1.[C:16]1([C@H:22]2[O:25][C@@H:23]2[CH3:24])[CH:21]=[CH:20][CH:19]=[CH:18][CH:17]=1. Product: [Cl:1][C:2]1[CH:3]=[CH:4][C:5]([CH2:8][C@@H:22]([C:16]2[CH:21]=[CH:20][CH:19]=[CH:18][CH:17]=2)[C@H:23]([OH:25])[CH3:24])=[N:6][CH:7]=1. The catalyst class is: 28.